The task is: Predict the reactants needed to synthesize the given product.. This data is from Full USPTO retrosynthesis dataset with 1.9M reactions from patents (1976-2016). (1) Given the product [CH2:1]([O:8][C:9]([C:10]1[N:16]=[C:17]([C:18]2[CH:23]=[CH:22][CH:21]=[CH:20][CH:19]=2)[O:24][C:11]=1[CH:12]([CH3:14])[CH3:13])=[O:25])[C:2]1[CH:7]=[CH:6][CH:5]=[CH:4][CH:3]=1, predict the reactants needed to synthesize it. The reactants are: [CH2:1]([O:8][C:9](=[O:25])[CH:10]([NH:16][C:17](=[O:24])[C:18]1[CH:23]=[CH:22][CH:21]=[CH:20][CH:19]=1)[C:11](=O)[CH:12]([CH3:14])[CH3:13])[C:2]1[CH:7]=[CH:6][CH:5]=[CH:4][CH:3]=1.C1(P(C2C=CC=CC=2)C2C=CC=CC=2)C=CC=CC=1.II.C(N(CC)CC)C. (2) Given the product [CH3:1][O:2][C:3]1[CH:4]=[C:5]([CH:21]=[CH:22][CH:23]=1)[CH2:6][NH:7][C:8]1[N:16]=[C:15]([Cl:17])[N:14]=[C:13]2[C:9]=1[N:10]=[C:11]([Br:24])[N:12]2[CH:18]([CH3:20])[CH3:19], predict the reactants needed to synthesize it. The reactants are: [CH3:1][O:2][C:3]1[CH:4]=[C:5]([CH:21]=[CH:22][CH:23]=1)[CH2:6][NH:7][C:8]1[N:16]=[C:15]([Cl:17])[N:14]=[C:13]2[C:9]=1[N:10]=[CH:11][N:12]2[CH:18]([CH3:20])[CH3:19].[Br:24]Br.N.CO.